Dataset: Full USPTO retrosynthesis dataset with 1.9M reactions from patents (1976-2016). Task: Predict the reactants needed to synthesize the given product. The reactants are: [CH:1]1[C:6]([N+:7]([O-:9])=[O:8])=[CH:5][CH:4]=[C:3]([OH:10])[CH:2]=1.[Br:11][CH2:12][CH2:13][CH2:14][CH2:15]Br. Given the product [Br:11][CH2:12][CH2:13][CH2:14][CH2:15][O:10][C:3]1[CH:4]=[CH:5][C:6]([N+:7]([O-:9])=[O:8])=[CH:1][CH:2]=1, predict the reactants needed to synthesize it.